This data is from Merck oncology drug combination screen with 23,052 pairs across 39 cell lines. The task is: Regression. Given two drug SMILES strings and cell line genomic features, predict the synergy score measuring deviation from expected non-interaction effect. Drug 1: O=C(CCCCCCC(=O)Nc1ccccc1)NO. Drug 2: COC1CC2CCC(C)C(O)(O2)C(=O)C(=O)N2CCCCC2C(=O)OC(C(C)CC2CCC(OP(C)(C)=O)C(OC)C2)CC(=O)C(C)C=C(C)C(O)C(OC)C(=O)C(C)CC(C)C=CC=CC=C1C. Cell line: A375. Synergy scores: synergy=25.6.